This data is from Reaction yield outcomes from USPTO patents with 853,638 reactions. The task is: Predict the reaction yield, written as a fraction of the theoretical maximum amount of product (1.0 means a 100% yield; for example, 0.34 means a 34% yield). (1) The reactants are [CH:1]1([NH:6][C@H:7]2[C:16]3[C:11](=[CH:12][CH:13]=[CH:14][CH:15]=3)[N:10]([C:17](=[O:26])[C:18]3[CH:23]=[CH:22][C:21]([O:24][CH3:25])=[CH:20][CH:19]=3)[C@@H:9]([CH3:27])[CH2:8]2)[CH2:5][CH2:4][CH2:3][CH2:2]1.C(N(C(C)C)CC)(C)C.[C:37](Cl)(=[O:39])[CH3:38]. The catalyst is C(Cl)Cl. The product is [CH:1]1([N:6]([C@H:7]2[C:16]3[C:11](=[CH:12][CH:13]=[CH:14][CH:15]=3)[N:10]([C:17](=[O:26])[C:18]3[CH:23]=[CH:22][C:21]([O:24][CH3:25])=[CH:20][CH:19]=3)[C@@H:9]([CH3:27])[CH2:8]2)[C:37](=[O:39])[CH3:38])[CH2:5][CH2:4][CH2:3][CH2:2]1. The yield is 0.910. (2) The reactants are [F:1][C:2]1[CH:13]=[CH:12][C:5]2[C:6](=O)[O:7]C(=O)[NH:9][C:4]=2[CH:3]=1.[CH3:14][NH2:15]. No catalyst specified. The product is [NH2:9][C:4]1[CH:3]=[C:2]([F:1])[CH:13]=[CH:12][C:5]=1[C:6]([NH:15][CH3:14])=[O:7]. The yield is 0.620. (3) The reactants are [C:1]([C:3]1[CH:4]=[C:5]([C:13]2[O:17][N:16]=[C:15]([C:18]3[CH:26]=[CH:25][CH:24]=[C:23]4[C:19]=3[CH2:20][CH2:21][C@H:22]4[NH:27]C(=O)OC(C)(C)C)[N:14]=2)[CH:6]=[CH:7][C:8]=1[O:9][CH:10]([CH3:12])[CH3:11])#[N:2].Cl. The catalyst is O1CCOCC1. The product is [NH2:27][C@H:22]1[C:23]2[C:19](=[C:18]([C:15]3[N:14]=[C:13]([C:5]4[CH:6]=[CH:7][C:8]([O:9][CH:10]([CH3:12])[CH3:11])=[C:3]([CH:4]=4)[C:1]#[N:2])[O:17][N:16]=3)[CH:26]=[CH:25][CH:24]=2)[CH2:20][CH2:21]1. The yield is 0.810.